From a dataset of Full USPTO retrosynthesis dataset with 1.9M reactions from patents (1976-2016). Predict the reactants needed to synthesize the given product. (1) The reactants are: [Cl:1][C:2]1[N:7]=[C:6]([C:8]2[NH:9][C:10]3[C:15]([CH:16]=2)=[C:14]([F:17])[CH:13]=[CH:12][CH:11]=3)[C:5]([NH2:18])=[CH:4][CH:3]=1.[Cl:19][CH2:20][C:21](OC)(OC)OC.Cl.O1CCOCC1. Given the product [Cl:1][C:2]1[CH:3]=[CH:4][C:5]2[N:18]=[C:21]([CH2:20][Cl:19])[N:9]3[C:10]4[CH:11]=[CH:12][CH:13]=[C:14]([F:17])[C:15]=4[CH:16]=[C:8]3[C:6]=2[N:7]=1, predict the reactants needed to synthesize it. (2) Given the product [S:38]([O:44][S:38]([O-:41])(=[O:40])=[O:39])([O-:41])(=[O:40])=[O:39].[CH2:20]([O:19][CH2:18][C:13]([CH2:12][O:11][CH2:1][CH2:2][CH2:3][CH2:4][CH2:5][CH2:6][CH2:7][CH2:8][CH2:9][CH3:10])([CH2:16][O:17][CH2:46][CH2:47][OH:48])[CH2:14][O:15][CH2:42][CH2:43][OH:44])[CH2:21][CH2:22][CH2:23][CH2:24][CH2:25][CH2:26][CH2:27][CH2:28][CH3:29].[Na+:37].[Na+:37], predict the reactants needed to synthesize it. The reactants are: [CH2:1]([O:11][CH2:12][C:13]([CH2:18][O:19][CH2:20][CH2:21][CH2:22][CH2:23][CH2:24][CH2:25][CH2:26][CH2:27][CH2:28][CH3:29])([CH2:16][OH:17])[CH2:14][OH:15])[CH2:2][CH2:3][CH2:4][CH2:5][CH2:6][CH2:7][CH2:8][CH2:9][CH3:10].CCCCCC.[H-].[Na+:37].[S:38]1([O:44][CH2:43][CH2:42][O:41]1)(=[O:40])=[O:39].C1C[O:48][CH2:47][CH2:46]1. (3) Given the product [Cl:1][C:2]1[CH:9]=[C:8]([OH:10])[CH:7]=[C:6]([F:11])[C:3]=1[C:4]#[N:13], predict the reactants needed to synthesize it. The reactants are: [Cl:1][C:2]1[CH:9]=[C:8]([OH:10])[CH:7]=[C:6]([F:11])[C:3]=1[CH:4]=O.Cl.[NH2:13]O.C([O-])=O.[Na+]. (4) Given the product [F:1][C:2]1[CH:7]=[CH:6][C:5]([CH2:8][CH2:9][N:10]2[CH2:15][CH2:14][CH:13]([CH:16]([O:36][C:37](=[O:47])[C@@H:38]([O:45][CH3:46])[C:39]3[CH:40]=[CH:41][CH:42]=[CH:43][CH:44]=3)[C:17]3[CH:22]=[CH:21][CH:20]=[C:19]([OH:23])[C:18]=3[O:34][CH3:35])[CH2:12][CH2:11]2)=[CH:4][CH:3]=1, predict the reactants needed to synthesize it. The reactants are: [F:1][C:2]1[CH:7]=[CH:6][C:5]([CH2:8][CH2:9][N:10]2[CH2:15][CH2:14][CH:13]([CH:16]([O:36][C:37](=[O:47])[CH:38]([O:45][CH3:46])[C:39]3[CH:44]=[CH:43][CH:42]=[CH:41][CH:40]=3)[C:17]3[CH:22]=[CH:21][CH:20]=[C:19]([O:23][Si](C(C)C)(C(C)C)C(C)C)[C:18]=3[O:34][CH3:35])[CH2:12][CH2:11]2)=[CH:4][CH:3]=1.[F-].[F-].[F-].[F-].[NH4+].[NH4+].[NH4+].[NH4+]. (5) Given the product [F:23][C:20]([F:21])([F:22])[C:11]1[CH:12]=[C:13]([C:16]([F:17])([F:18])[F:19])[CH:14]=[CH:15][C:10]=1[CH2:9][O:8][C:7]1[CH:6]=[CH:5][C:4](/[CH:24]=[C:25]2/[C:26]([NH:31][CH3:32])=[N:27][C:28](=[O:30])[S:29]/2)=[CH:3][C:2]=1[NH:1][CH2:42][CH:40]([CH3:39])[CH3:41], predict the reactants needed to synthesize it. The reactants are: [NH2:1][C:2]1[CH:3]=[C:4](/[CH:24]=[C:25]2/[C:26]([NH:31][CH3:32])=[N:27][C:28](=[O:30])[S:29]/2)[CH:5]=[CH:6][C:7]=1[O:8][CH2:9][C:10]1[CH:15]=[CH:14][C:13]([C:16]([F:19])([F:18])[F:17])=[CH:12][C:11]=1[C:20]([F:23])([F:22])[F:21].C([BH3-])#N.[Na+].O1[CH2:41][CH2:40][CH2:39]C1.[C:42](#N)C. (6) Given the product [OH:10][C:7]1[CH:6]=[C:5]([C:3]([OH:4])=[O:2])[O:9][N:8]=1, predict the reactants needed to synthesize it. The reactants are: C[O:2][C:3]([C:5]1[O:9][N:8]=[C:7]([OH:10])[CH:6]=1)=[O:4].[OH-].[Na+].